This data is from Catalyst prediction with 721,799 reactions and 888 catalyst types from USPTO. The task is: Predict which catalyst facilitates the given reaction. (1) Reactant: [NH2:1][C:2]1[N:7]2[CH:8]=[C:9]([CH2:11][CH2:12][CH3:13])[N:10]=[C:6]2[C:5]([C:14]([NH:16][CH2:17][CH:18]2[CH2:23][CH2:22][N:21]([CH2:24][CH2:25][CH2:26][CH3:27])[CH2:20][CH2:19]2)=[O:15])=[CH:4][C:3]=1[Cl:28].[C:29]1([CH3:39])[CH:34]=[CH:33][C:32]([S:35]([OH:38])(=[O:37])=[O:36])=[CH:31][CH:30]=1. Product: [C:29]1([CH3:39])[CH:30]=[CH:31][C:32]([S:35]([OH:38])(=[O:36])=[O:37])=[CH:33][CH:34]=1.[NH2:1][C:2]1[N:7]2[CH:8]=[C:9]([CH2:11][CH2:12][CH3:13])[N:10]=[C:6]2[C:5]([C:14]([NH:16][CH2:17][CH:18]2[CH2:19][CH2:20][N:21]([CH2:24][CH2:25][CH2:26][CH3:27])[CH2:22][CH2:23]2)=[O:15])=[CH:4][C:3]=1[Cl:28]. The catalyst class is: 5. (2) Reactant: Cl[CH2:2][C:3]1[N:4]=[C:5]([CH3:8])[S:6][CH:7]=1.[CH2:9]([O:11][CH:12]([O:15][CH2:16][CH3:17])[CH2:13][NH2:14])[CH3:10]. Product: [CH2:9]([O:11][CH:12]([O:15][CH2:16][CH3:17])[CH2:13][NH:14][CH2:2][C:3]1[N:4]=[C:5]([CH3:8])[S:6][CH:7]=1)[CH3:10]. The catalyst class is: 7.